Task: Predict the product of the given reaction.. Dataset: Forward reaction prediction with 1.9M reactions from USPTO patents (1976-2016) (1) Given the reactants [C:1]1(=[O:13])[N:5]([CH2:6][CH2:7][CH2:8][C:9]([OH:11])=O)[C:4](=[O:12])[CH:3]=[CH:2]1.[NH:14]([C:16]([O:18][C:19]([CH3:22])([CH3:21])[CH3:20])=[O:17])[NH2:15].C(Cl)CCl, predict the reaction product. The product is: [O:13]=[C:1]1[CH:2]=[CH:3][C:4](=[O:12])[N:5]1[CH2:6][CH2:7][CH2:8][C:9]([NH:15][NH:14][C:16]([O:18][C:19]([CH3:22])([CH3:21])[CH3:20])=[O:17])=[O:11]. (2) Given the reactants [OH:1][CH2:2][C:3]([CH2:8][OH:9])([CH2:6][OH:7])[CH2:4][CH3:5].[CH2:10]1[CH2:14]OC[CH2:11]1.[OH-].[K+].C(Br)C=C, predict the reaction product. The product is: [CH3:5][CH2:4][C:3]([CH2:8][O:9][CH2:14][CH:10]=[CH2:11])([CH2:6][OH:7])[CH2:2][OH:1]. (3) Given the reactants [NH:1]1[CH2:6][CH2:5][CH:4]([NH:7][C:8]([C:10]2[C:14]3[N:15]=[CH:16][N:17]=[C:18]([C:19]4[C:27]5[O:26][CH2:25][O:24][C:23]=5[CH:22]=[CH:21][C:20]=4[O:28][CH2:29][CH2:30][O:31][CH3:32])[C:13]=3[NH:12][CH:11]=2)=[O:9])[CH2:3][CH2:2]1.[C:33](Cl)(=[O:35])[CH3:34], predict the reaction product. The product is: [C:33]([N:1]1[CH2:2][CH2:3][CH:4]([NH:7][C:8]([C:10]2[C:14]3[N:15]=[CH:16][N:17]=[C:18]([C:19]4[C:27]5[O:26][CH2:25][O:24][C:23]=5[CH:22]=[CH:21][C:20]=4[O:28][CH2:29][CH2:30][O:31][CH3:32])[C:13]=3[NH:12][CH:11]=2)=[O:9])[CH2:5][CH2:6]1)(=[O:35])[CH3:34]. (4) Given the reactants [Si]([O:8][CH2:9][C:10]1[N:11]=[C:12]([CH:16]2[CH2:21][CH2:20][O:19][CH2:18][CH2:17]2)[S:13][C:14]=1[CH3:15])(C(C)(C)C)(C)C.CCCC[N+](CCCC)(CCCC)CCCC.[F-], predict the reaction product. The product is: [CH3:15][C:14]1[S:13][C:12]([CH:16]2[CH2:21][CH2:20][O:19][CH2:18][CH2:17]2)=[N:11][C:10]=1[CH2:9][OH:8]. (5) Given the reactants [C:1]([O:5][C:6](=[O:24])[C@@H:7]([NH:13]C(OCC1C=CC=CC=1)=O)[CH2:8][CH2:9][C:10]([OH:12])=[O:11])([CH3:4])([CH3:3])[CH3:2].C(OCC)(=O)C, predict the reaction product. The product is: [C:1]([O:5][C:6](=[O:24])[C@@H:7]([NH2:13])[CH2:8][CH2:9][C:10]([OH:12])=[O:11])([CH3:4])([CH3:2])[CH3:3]. (6) The product is: [CH2:13]([O:16][C:17]1[CH:18]=[C:19]([CH:29]=[CH:30][CH:31]=1)[O:20][C:21]1[CH:28]=[CH:27][C:24]([CH2:25][NH:7][C:6]2[CH:8]=[CH:9][CH:10]=[C:4]([N+:1]([O-:3])=[O:2])[C:5]=2[CH:11]=[CH2:12])=[CH:23][CH:22]=1)[CH:14]=[CH2:15]. Given the reactants [N+:1]([C:4]1[C:5]([CH:11]=[CH2:12])=[C:6]([CH:8]=[CH:9][CH:10]=1)[NH2:7])([O-:3])=[O:2].[CH2:13]([O:16][C:17]1[CH:18]=[C:19]([CH:29]=[CH:30][CH:31]=1)[O:20][C:21]1[CH:28]=[CH:27][C:24]([CH:25]=O)=[CH:23][CH:22]=1)[CH:14]=[CH2:15], predict the reaction product.